From a dataset of Catalyst prediction with 721,799 reactions and 888 catalyst types from USPTO. Predict which catalyst facilitates the given reaction. (1) Reactant: O[CH2:2][C@H:3]1[O:11][C@H:10]2[C@H:6]([N:7]=[C:8]([CH2:12][CH2:13][CH3:14])[S:9]2)[C@@H:5]([OH:15])[C@@H:4]1[OH:16].S(Cl)(C1C=CC(C)=CC=1)(=O)=O.[N-:28]=[N+:29]=[N-:30].[Na+]. Product: [N:28]([CH2:2][C@H:3]1[O:11][C@H:10]2[C@H:6]([N:7]=[C:8]([CH2:12][CH2:13][CH3:14])[S:9]2)[C@@H:5]([OH:15])[C@@H:4]1[OH:16])=[N+:29]=[N-:30]. The catalyst class is: 298. (2) Reactant: [C:1]([O:5][C:6]([NH:8][C:9]1[CH:16]=[CH:15][C:12]([CH:13]=[O:14])=[CH:11][CH:10]=1)=[O:7])([CH3:4])([CH3:3])[CH3:2].[H-].[Na+].[CH3:19]I. Product: [C:1]([O:5][C:6]([N:8]([C:9]1[CH:10]=[CH:11][C:12]([CH:13]=[O:14])=[CH:15][CH:16]=1)[CH3:19])=[O:7])([CH3:4])([CH3:2])[CH3:3]. The catalyst class is: 9. (3) Reactant: [CH2:1]([N:3]1[C:9]2[CH:10]=[C:11]([NH2:14])[CH:12]=[CH:13][C:8]=2[O:7][CH2:6][CH2:5][CH2:4]1)[CH3:2].C12(CS(O)(=O)=O)C(C)(C)C(CC1)CC2=O.[CH3:30][NH:31][C:32]([C:34]1[S:35][CH:36]=[CH:37][C:38]=1[NH:39][C:40]1[C:45]([Cl:46])=[CH:44][N:43]=[C:42](Cl)[N:41]=1)=[O:33].C(=O)(O)[O-].[Na+]. Product: [CH3:30][NH:31][C:32]([C:34]1[S:35][CH:36]=[CH:37][C:38]=1[NH:39][C:40]1[C:45]([Cl:46])=[CH:44][N:43]=[C:42]([NH:14][C:11]2[CH:12]=[CH:13][C:8]3[O:7][CH2:6][CH2:5][CH2:4][N:3]([CH2:1][CH3:2])[C:9]=3[CH:10]=2)[N:41]=1)=[O:33]. The catalyst class is: 252. (4) Reactant: [CH2:1]([N:8]1[CH2:12][CH2:11][C:10]([NH:17][C:18]([O:20][C:21]([CH3:24])([CH3:23])[CH3:22])=[O:19])([C:13](OC)=[O:14])[CH2:9]1)[C:2]1[CH:7]=[CH:6][CH:5]=[CH:4][CH:3]=1.[H-].[H-].[H-].[H-].[Li+].[Al+3]. Product: [CH2:1]([N:8]1[CH2:12][CH2:11][C:10]([NH:17][C:18](=[O:19])[O:20][C:21]([CH3:23])([CH3:22])[CH3:24])([CH2:13][OH:14])[CH2:9]1)[C:2]1[CH:3]=[CH:4][CH:5]=[CH:6][CH:7]=1. The catalyst class is: 1.